The task is: Predict which catalyst facilitates the given reaction.. This data is from Catalyst prediction with 721,799 reactions and 888 catalyst types from USPTO. (1) Reactant: [CH3:1][O:2][C:3]1[CH:91]=[CH:90][C:6]([CH2:7][O:8][C@@H:9]([C@@H:84]([CH3:89])/[CH:85]=[CH:86]\[CH:87]=[CH2:88])[C@@H:10]([CH3:83])[C@H:11]([O:75][Si:76]([C:79]([CH3:82])([CH3:81])[CH3:80])([CH3:78])[CH3:77])[CH2:12][CH2:13][CH2:14][CH2:15][C@H:16]([CH3:74])[C@@H:17]([O:66][Si:67]([C:70]([CH3:73])([CH3:72])[CH3:71])([CH3:69])[CH3:68])[C@@H:18]([CH3:65])/[CH:19]=[CH:20]\[C@@H:21]([O:57][Si:58]([C:61]([CH3:64])([CH3:63])[CH3:62])([CH3:60])[CH3:59])[CH2:22][C@H:23]([O:49][Si:50]([C:53]([CH3:56])([CH3:55])[CH3:54])([CH3:52])[CH3:51])[C@H:24]([CH3:48])/[CH:25]=[CH:26]/[CH2:27][O:28]C(C2C=CC=CC=2)(C2C=CC=CC=2)C2C=CC=CC=2)=[CH:5][CH:4]=1. Product: [CH3:1][O:2][C:3]1[CH:4]=[CH:5][C:6]([CH2:7][O:8][C@@H:9]([C@@H:84]([CH3:89])/[CH:85]=[CH:86]\[CH:87]=[CH2:88])[C@@H:10]([CH3:83])[C@H:11]([O:75][Si:76]([C:79]([CH3:82])([CH3:81])[CH3:80])([CH3:77])[CH3:78])[CH2:12][CH2:13][CH2:14][CH2:15][C@H:16]([CH3:74])[C@@H:17]([O:66][Si:67]([C:70]([CH3:71])([CH3:72])[CH3:73])([CH3:69])[CH3:68])[C@@H:18]([CH3:65])/[CH:19]=[CH:20]\[C@@H:21]([O:57][Si:58]([C:61]([CH3:62])([CH3:63])[CH3:64])([CH3:60])[CH3:59])[CH2:22][C@H:23]([O:49][Si:50]([C:53]([CH3:54])([CH3:55])[CH3:56])([CH3:52])[CH3:51])[C@H:24]([CH3:48])/[CH:25]=[CH:26]/[CH2:27][OH:28])=[CH:90][CH:91]=1. The catalyst class is: 521. (2) The catalyst class is: 9. Product: [CH3:12][S:13][C:2]1[N:7]2[N:8]=[C:9]([NH2:11])[N:10]=[C:6]2[CH:5]=[CH:4][CH:3]=1. Reactant: Br[C:2]1[N:7]2[N:8]=[C:9]([NH2:11])[N:10]=[C:6]2[CH:5]=[CH:4][CH:3]=1.[CH3:12][S-:13].[Na+].O. (3) Reactant: [OH-].[K+].[OH:3][C:4]1[CH:11]=[CH:10][C:7]([CH:8]=[O:9])=[CH:6][CH:5]=1.[Br:12][CH2:13][CH2:14]Br. Product: [Br:12][CH2:13][CH2:14][O:3][C:4]1[CH:11]=[CH:10][C:7]([CH:8]=[O:9])=[CH:6][CH:5]=1. The catalyst class is: 8. (4) Reactant: [CH3:1][O:2][C:3]([CH2:5]P(OC)(OC)=O)=[O:4].[H-].[Na+].[C:14]([SiH2:18][O:19][C:20]([CH3:48])([CH3:47])[C:21]1([CH:45]=O)[O:25][N:24]=[C:23]([C:26]2[CH:31]=[CH:30][C:29]([O:32][CH2:33][C:34]3[C:43]4[C:38](=[CH:39][CH:40]=[CH:41][CH:42]=4)[N:37]=[C:36]([CH3:44])[CH:35]=3)=[CH:28][CH:27]=2)[CH2:22]1)([CH3:17])([CH3:16])[CH3:15]. Product: [CH3:1][O:2][C:3](=[O:4])[CH:5]=[CH:45][C:21]1([C:20]([CH3:48])([CH3:47])[O:19][SiH2:18][C:14]([CH3:17])([CH3:16])[CH3:15])[O:25][N:24]=[C:23]([C:26]2[CH:31]=[CH:30][C:29]([O:32][CH2:33][C:34]3[C:43]4[C:38](=[CH:39][CH:40]=[CH:41][CH:42]=4)[N:37]=[C:36]([CH3:44])[CH:35]=3)=[CH:28][CH:27]=2)[CH2:22]1. The catalyst class is: 3. (5) Reactant: C[C@@H]1[C@H:20](O)[C@@H:19](C)[C:17](=[O:18])[C:16]([CH3:24])([CH3:23])[C@@H:15]([OH:25])[CH2:14][C:12](=[O:13])[O:11][C@H](/C(/C)=C/C2N=C(C)SC=2)C[C@@H]2O[C@]2(C)CCC1.N1CCCCC1.C(Cl)Cl.CC(C)=O. Product: [CH3:24][C:16]([CH3:23])([C:17](=[O:18])[CH2:19][CH3:20])[C@@H:15]([OH:25])[CH2:14][C:12]([OH:13])=[O:11]. The catalyst class is: 2. (6) Reactant: [NH2:1][C:2]([C:4]1[CH:5]=[C:6](Br)[CH:7]=[C:8]2[C:12]=1[NH:11][CH:10]=[C:9]2[CH:13]1[CH2:18][CH2:17][N:16]([C:19]([O:21][C:22]([CH3:25])([CH3:24])[CH3:23])=[O:20])[CH2:15][CH2:14]1)=[O:3].[C:27]1([C:36]2[CH:41]=[CH:40][CH:39]=[CH:38][CH:37]=2)[CH:32]=[CH:31][C:30](B(O)O)=[CH:29][CH:28]=1.C(=O)([O-])[O-].[K+].[K+]. Product: [NH2:1][C:2]([C:4]1[CH:5]=[C:6]([C:39]2[CH:40]=[CH:41][C:36]([C:27]3[CH:32]=[CH:31][CH:30]=[CH:29][CH:28]=3)=[CH:37][CH:38]=2)[CH:7]=[C:8]2[C:12]=1[NH:11][CH:10]=[C:9]2[CH:13]1[CH2:18][CH2:17][N:16]([C:19]([O:21][C:22]([CH3:25])([CH3:24])[CH3:23])=[O:20])[CH2:15][CH2:14]1)=[O:3]. The catalyst class is: 70.